From a dataset of Reaction yield outcomes from USPTO patents with 853,638 reactions. Predict the reaction yield, written as a fraction of the theoretical maximum amount of product (1.0 means a 100% yield; for example, 0.34 means a 34% yield). (1) The reactants are Cl[C:2]1[N:6]([CH3:7])[N:5]=[CH:4][C:3]=1[N+:8]([O-:10])=[O:9].[O:11]1[CH2:16][CH2:15][CH:14]([CH2:17][OH:18])[CH2:13][CH2:12]1.[H-].[Na+]. The catalyst is CN(C=O)C. The product is [CH3:7][N:6]1[C:2]([O:18][CH2:17][CH:14]2[CH2:15][CH2:16][O:11][CH2:12][CH2:13]2)=[C:3]([N+:8]([O-:10])=[O:9])[CH:4]=[N:5]1. The yield is 0.480. (2) The reactants are [NH2:1][C:2]1[C:3]([CH2:8][C:9]([O:11]CC)=O)=[N:4][CH:5]=[CH:6][CH:7]=1.Cl. The catalyst is C(OCC)C. The product is [NH:1]1[C:2]2[C:3](=[N:4][CH:5]=[CH:6][CH:7]=2)[CH2:8][C:9]1=[O:11]. The yield is 0.620.